This data is from Full USPTO retrosynthesis dataset with 1.9M reactions from patents (1976-2016). The task is: Predict the reactants needed to synthesize the given product. (1) The reactants are: [Br:1]N1C(=O)CCC1=O.C([O:12][C:13]1[CH:22]=[C:21]2[C:16]([C:17](=[O:34])[C:18]([CH3:33])=[C:19]([CH:23]3[CH2:28][CH2:27][N:26]([C:29](=[O:32])[CH2:30][CH3:31])[CH2:25][CH2:24]3)[O:20]2)=[CH:15][CH:14]=1)C=C.O. Given the product [Br:1][C:22]1[C:13]([OH:12])=[CH:14][CH:15]=[C:16]2[C:21]=1[O:20][C:19]([CH:23]1[CH2:28][CH2:27][N:26]([C:29](=[O:32])[CH2:30][CH3:31])[CH2:25][CH2:24]1)=[C:18]([CH3:33])[C:17]2=[O:34], predict the reactants needed to synthesize it. (2) Given the product [Br:1][C:2]1[CH:7]=[CH:6][C:5]([N+:8]([O-:10])=[O:9])=[CH:4][C:3]=1[S:12]([Cl:11])(=[O:14])=[O:13], predict the reactants needed to synthesize it. The reactants are: [Br:1][C:2]1[CH:7]=[CH:6][C:5]([N+:8]([O-:10])=[O:9])=[CH:4][CH:3]=1.[Cl:11][S:12](O)(=[O:14])=[O:13]. (3) Given the product [CH:1]1([N:6]2[C:10]3[N:11]=[C:12]([NH:15][C:16]4[CH:17]=[CH:18][C:19]([N:22]5[CH2:23][CH2:24][NH:25][CH2:26][CH2:27]5)=[CH:20][N:21]=4)[N:13]=[CH:14][C:9]=3[CH:8]=[C:7]2[C:35]([N:36]([CH3:38])[CH3:37])=[O:39])[CH2:5][CH2:4][CH2:3][CH2:2]1, predict the reactants needed to synthesize it. The reactants are: [CH:1]1([N:6]2[C:10]3[N:11]=[C:12]([NH:15][C:16]4[N:21]=[CH:20][C:19]([N:22]5[CH2:27][CH2:26][N:25](C(OC(C)(C)C)=O)[CH2:24][CH2:23]5)=[CH:18][CH:17]=4)[N:13]=[CH:14][C:9]=3[CH:8]=[C:7]2[C:35](=[O:39])[N:36]([CH3:38])[CH3:37])[CH2:5][CH2:4][CH2:3][CH2:2]1.Cl. (4) Given the product [C:1]([C:6]1[CH:11]=[C:10]([C:12]([CH2:15][CH3:16])([CH3:14])[CH3:13])[CH:9]=[CH:8][C:7]=1[O:17][C:19]1[CH:28]=[CH:27][CH:26]=[CH:25][C:20]=1[C:21]([O:23][CH3:24])=[O:22])([CH2:4][CH3:5])([CH3:3])[CH3:2], predict the reactants needed to synthesize it. The reactants are: [C:1]([C:6]1[CH:11]=[C:10]([C:12]([CH2:15][CH3:16])([CH3:14])[CH3:13])[CH:9]=[CH:8][C:7]=1[OH:17])([CH2:4][CH3:5])([CH3:3])[CH3:2].Br[C:19]1[CH:28]=[CH:27][CH:26]=[CH:25][C:20]=1[C:21]([O:23][CH3:24])=[O:22].